From a dataset of Full USPTO retrosynthesis dataset with 1.9M reactions from patents (1976-2016). Predict the reactants needed to synthesize the given product. (1) Given the product [N:27]1[CH:32]=[CH:31][C:30]([C:2]2[CH:26]=[CH:25][C:5]3[N:6]=[C:7]([NH:9][C:10]([N:12]4[CH2:17][CH2:16][C:15](=[CH:18][C:19]5[CH:24]=[CH:23][CH:22]=[CH:21][N:20]=5)[CH2:14][CH2:13]4)=[O:11])[S:8][C:4]=3[CH:3]=2)=[CH:29][CH:28]=1, predict the reactants needed to synthesize it. The reactants are: Br[C:2]1[CH:26]=[CH:25][C:5]2[N:6]=[C:7]([NH:9][C:10]([N:12]3[CH2:17][CH2:16][C:15](=[CH:18][C:19]4[CH:24]=[CH:23][CH:22]=[CH:21][N:20]=4)[CH2:14][CH2:13]3)=[O:11])[S:8][C:4]=2[CH:3]=1.[N:27]1[CH:32]=[CH:31][C:30](B(O)O)=[CH:29][CH:28]=1.C(=O)([O-])[O-].[Na+].[Na+].[Cl-].[NH4+]. (2) Given the product [N+:5]([C:8]1[CH:9]=[C:10]([C:14]2[NH:15][C:23](=[O:24])[C:22]([CH:21]([NH:20][C:17](=[O:19])[CH3:18])[CH3:29])=[N:2][N:16]=2)[CH:11]=[CH:12][CH:13]=1)([O-:7])=[O:6], predict the reactants needed to synthesize it. The reactants are: O.[NH2:2]N.Cl.[N+:5]([C:8]1[CH:9]=[C:10]([C:14](=[NH:16])[NH2:15])[CH:11]=[CH:12][CH:13]=1)([O-:7])=[O:6].[C:17]([NH:20][CH:21]([CH3:29])[C:22](=O)[C:23](OCC)=[O:24])(=[O:19])[CH3:18]. (3) Given the product [Cl:8][C:6]1[CH:5]=[C:4]([N:14]2[CH2:15][CH2:16][N:11]([CH3:10])[CH2:12][CH2:13]2)[N:3]=[C:2]([NH2:1])[N:7]=1, predict the reactants needed to synthesize it. The reactants are: [NH2:1][C:2]1[N:7]=[C:6]([Cl:8])[CH:5]=[C:4](Cl)[N:3]=1.[CH3:10][N:11]1[CH2:16][CH2:15][NH:14][CH2:13][CH2:12]1.CCN(CC)CC. (4) Given the product [CH3:1][CH2:2][CH2:3][CH2:4][CH2:5][CH2:6][CH2:7][CH2:8][CH2:9][CH2:10][CH2:11][CH2:12][CH2:13][CH2:14][O:15][C:16]1[O:20][C:19]([C:21]([OH:23])=[O:22])=[CH:18][CH:17]=1.[C:16]([O-:20])(=[O:15])[CH3:17], predict the reactants needed to synthesize it. The reactants are: [CH3:1][CH2:2][CH2:3][CH2:4][CH2:5][CH2:6][CH2:7][CH2:8][CH2:9][CH2:10][CH2:11][CH2:12][CH2:13][CH2:14][O:15][C:16]1[O:20][C:19]([C:21]([OH:23])=[O:22])=[CH:18][CH:17]=1. (5) Given the product [N:8]1([C:29]([O:31][C:32]([CH3:33])([CH3:34])[CH3:35])=[O:30])[C@@H:12]([C:13]([O:15][CH3:16])=[O:14])[CH2:11][CH2:10][C@H:9]1[C:17]([O:19][CH3:20])=[O:18], predict the reactants needed to synthesize it. The reactants are: C([N:8]1[C@@H:12]([C:13]([O:15][CH3:16])=[O:14])[CH2:11][CH2:10][C@H:9]1[C:17]([O:19][CH3:20])=[O:18])C1C=CC=CC=1.[C:29](O[C:29]([O:31][C:32]([CH3:35])([CH3:34])[CH3:33])=[O:30])([O:31][C:32]([CH3:35])([CH3:34])[CH3:33])=[O:30]. (6) Given the product [F:21][C:18]([F:19])([F:20])[C:14]1[CH:13]=[C:12]([C:8]2[N:7]=[C:6]3[C:11]([C:2](=[O:1])[CH2:3][CH2:4][NH:5]3)=[CH:10][CH:9]=2)[CH:17]=[CH:16][CH:15]=1, predict the reactants needed to synthesize it. The reactants are: [O:1]=[C:2]1[C:11]2[C:6](=[N:7][C:8]([C:12]3[CH:17]=[CH:16][CH:15]=[C:14]([C:18]([F:21])([F:20])[F:19])[CH:13]=3)=[CH:9][CH:10]=2)[N:5](C(OC(C)(C)C)=O)[CH2:4][CH2:3]1.